From a dataset of TCR-epitope binding with 47,182 pairs between 192 epitopes and 23,139 TCRs. Binary Classification. Given a T-cell receptor sequence (or CDR3 region) and an epitope sequence, predict whether binding occurs between them. (1) The epitope is IVDTVSALV. The TCR CDR3 sequence is CASSQILLDSPLHF. Result: 0 (the TCR does not bind to the epitope). (2) The epitope is IQYIDIGNY. The TCR CDR3 sequence is CASSLGGPQHF. Result: 1 (the TCR binds to the epitope). (3) The epitope is FIAGLIAIV. The TCR CDR3 sequence is CSVQKDSTYEQYF. Result: 0 (the TCR does not bind to the epitope). (4) The epitope is LPRRSGAAGA. The TCR CDR3 sequence is CASSYSWPPETYEQYF. Result: 1 (the TCR binds to the epitope). (5) The epitope is GLCTLVAML. The TCR CDR3 sequence is CASSLMGRGPNTGELFF. Result: 1 (the TCR binds to the epitope).